From a dataset of Peptide-MHC class II binding affinity with 134,281 pairs from IEDB. Regression. Given a peptide amino acid sequence and an MHC pseudo amino acid sequence, predict their binding affinity value. This is MHC class II binding data. (1) The peptide sequence is IRDKVQKEYALFYKLDVV. The MHC is DRB1_0802 with pseudo-sequence DRB1_0802. The binding affinity (normalized) is 0.205. (2) The peptide sequence is GELLIVDKIDAAFKI. The MHC is DRB5_0101 with pseudo-sequence DRB5_0101. The binding affinity (normalized) is 0.667. (3) The peptide sequence is GELQIVDKIDAAEKI. The MHC is DRB1_0802 with pseudo-sequence DRB1_0802. The binding affinity (normalized) is 0.574.